Dataset: NCI-60 drug combinations with 297,098 pairs across 59 cell lines. Task: Regression. Given two drug SMILES strings and cell line genomic features, predict the synergy score measuring deviation from expected non-interaction effect. (1) Drug 1: CC12CCC(CC1=CCC3C2CCC4(C3CC=C4C5=CN=CC=C5)C)O. Drug 2: CS(=O)(=O)C1=CC(=C(C=C1)C(=O)NC2=CC(=C(C=C2)Cl)C3=CC=CC=N3)Cl. Cell line: CCRF-CEM. Synergy scores: CSS=16.2, Synergy_ZIP=-0.145, Synergy_Bliss=3.33, Synergy_Loewe=1.32, Synergy_HSA=2.83. (2) Drug 1: CC(C1=C(C=CC(=C1Cl)F)Cl)OC2=C(N=CC(=C2)C3=CN(N=C3)C4CCNCC4)N. Drug 2: CC1OCC2C(O1)C(C(C(O2)OC3C4COC(=O)C4C(C5=CC6=C(C=C35)OCO6)C7=CC(=C(C(=C7)OC)O)OC)O)O. Cell line: MDA-MB-231. Synergy scores: CSS=40.7, Synergy_ZIP=7.17, Synergy_Bliss=9.32, Synergy_Loewe=8.87, Synergy_HSA=11.8. (3) Drug 1: C(CC(=O)O)C(=O)CN.Cl. Drug 2: CC(C)CN1C=NC2=C1C3=CC=CC=C3N=C2N. Cell line: SK-OV-3. Synergy scores: CSS=3.66, Synergy_ZIP=-5.58, Synergy_Bliss=-0.900, Synergy_Loewe=1.68, Synergy_HSA=-0.873. (4) Drug 1: C1=CN(C=N1)CC(O)(P(=O)(O)O)P(=O)(O)O. Drug 2: CC1C(C(CC(O1)OC2CC(OC(C2O)C)OC3=CC4=CC5=C(C(=O)C(C(C5)C(C(=O)C(C(C)O)O)OC)OC6CC(C(C(O6)C)O)OC7CC(C(C(O7)C)O)OC8CC(C(C(O8)C)O)(C)O)C(=C4C(=C3C)O)O)O)O. Cell line: PC-3. Synergy scores: CSS=39.6, Synergy_ZIP=3.04, Synergy_Bliss=5.52, Synergy_Loewe=-14.6, Synergy_HSA=1.48. (5) Drug 1: CNC(=O)C1=CC=CC=C1SC2=CC3=C(C=C2)C(=NN3)C=CC4=CC=CC=N4. Drug 2: COC1=C(C=C2C(=C1)N=CN=C2NC3=CC(=C(C=C3)F)Cl)OCCCN4CCOCC4. Cell line: MCF7. Synergy scores: CSS=25.4, Synergy_ZIP=5.16, Synergy_Bliss=8.17, Synergy_Loewe=9.50, Synergy_HSA=9.64. (6) Drug 1: C1=C(C(=O)NC(=O)N1)N(CCCl)CCCl. Drug 2: CC1CCC2CC(C(=CC=CC=CC(CC(C(=O)C(C(C(=CC(C(=O)CC(OC(=O)C3CCCCN3C(=O)C(=O)C1(O2)O)C(C)CC4CCC(C(C4)OC)OCCO)C)C)O)OC)C)C)C)OC. Cell line: OVCAR3. Synergy scores: CSS=14.2, Synergy_ZIP=-12.8, Synergy_Bliss=-10.1, Synergy_Loewe=-8.25, Synergy_HSA=-6.25. (7) Drug 1: CC1C(C(CC(O1)OC2CC(CC3=C2C(=C4C(=C3O)C(=O)C5=C(C4=O)C(=CC=C5)OC)O)(C(=O)C)O)N)O.Cl. Drug 2: COC1=NC(=NC2=C1N=CN2C3C(C(C(O3)CO)O)O)N. Cell line: OVCAR-8. Synergy scores: CSS=24.6, Synergy_ZIP=-3.72, Synergy_Bliss=3.79, Synergy_Loewe=-23.3, Synergy_HSA=2.21. (8) Cell line: COLO 205. Synergy scores: CSS=5.81, Synergy_ZIP=10.6, Synergy_Bliss=3.65, Synergy_Loewe=-44.7, Synergy_HSA=-0.894. Drug 2: C1CC(=O)NC(=O)C1N2C(=O)C3=CC=CC=C3C2=O. Drug 1: CC1C(C(CC(O1)OC2CC(OC(C2O)C)OC3=CC4=CC5=C(C(=O)C(C(C5)C(C(=O)C(C(C)O)O)OC)OC6CC(C(C(O6)C)O)OC7CC(C(C(O7)C)O)OC8CC(C(C(O8)C)O)(C)O)C(=C4C(=C3C)O)O)O)O.